Dataset: Reaction yield outcomes from USPTO patents with 853,638 reactions. Task: Predict the reaction yield, written as a fraction of the theoretical maximum amount of product (1.0 means a 100% yield; for example, 0.34 means a 34% yield). (1) The product is [I:13][C:12]1[N:7]2[CH:8]=[CH:9][CH:10]=[CH:11][C:6]2=[N:5][C:4]=1[CH2:3][O:2][CH3:1]. The catalyst is CN(C=O)C. The reactants are [CH3:1][O:2][CH2:3][C:4]1[N:5]=[C:6]2[CH:11]=[CH:10][CH:9]=[CH:8][N:7]2[CH:12]=1.[I:13]N1C(=O)CCC1=O.C(=O)([O-])O.[Na+]. The yield is 0.990. (2) The reactants are Br[C:2]1[CH:3]=[C:4]2[CH:10]=[CH:9][NH:8][C:5]2=[N:6][CH:7]=1.[C:11]1(=[O:17])[CH2:16][CH2:15][CH2:14][CH2:13][CH2:12]1.O[C:19]1[CH:20]=[C:21](B(O)O)[CH:22]=[CH:23][CH:24]=1.C(=O)([O-])[O-].[Na+].[Na+]. The catalyst is CO.O.Cl[Pd-2](Cl)(P(C1C=CC=CC=1)(C1C=CC=CC=1)C1C=CC=CC=1)P(C1C=CC=CC=1)(C1C=CC=CC=1)C1C=CC=CC=1.C(#N)C. The product is [C:19]1([C:10]2[C:4]3[C:5](=[N:6][CH:7]=[C:2]([C:13]4[CH:12]=[C:11]([OH:17])[CH:16]=[CH:15][CH:14]=4)[CH:3]=3)[NH:8][CH:9]=2)[CH2:20][CH2:21][CH2:22][CH2:23][CH:24]=1. The yield is 0.120. (3) The reactants are CC1(C)CCCC(C)(C)N1.C([Li])CCC.[CH3:16][O:17][C:18]1[N:19]=[N:20][C:21]([C:24]2[CH:29]=[CH:28][N:27]=[CH:26][CH:25]=2)=[CH:22][CH:23]=1.[CH:30](=[O:32])[CH3:31]. The catalyst is C1COCC1. The product is [CH3:16][O:17][C:18]1[N:19]=[N:20][C:21]([C:24]2[CH:29]=[CH:28][N:27]=[CH:26][CH:25]=2)=[CH:22][C:23]=1[CH:30]([OH:32])[CH3:31]. The yield is 0.660. (4) The reactants are C(NC(C)C)(C)C.[F:8][C:9]1[CH:14]=[CH:13][CH:12]=[C:11]([F:15])[N:10]=1.C([Li])CCC.[I:21]I. The catalyst is O1CCCC1. The product is [F:8][C:9]1[C:14]([I:21])=[CH:13][CH:12]=[C:11]([F:15])[N:10]=1. The yield is 0.700.